This data is from Full USPTO retrosynthesis dataset with 1.9M reactions from patents (1976-2016). The task is: Predict the reactants needed to synthesize the given product. Given the product [F:23][C:13]([F:12])([F:24])[CH:14]1[CH2:19][CH2:18][N:17]([C:20]([O:9][C:6]2[C:5]3[CH:10]=[CH:11][C:2]([Cl:1])=[CH:3][C:4]=3[O:8][N:7]=2)=[O:21])[CH2:16][CH2:15]1, predict the reactants needed to synthesize it. The reactants are: [Cl:1][C:2]1[CH:11]=[CH:10][C:5]2[C:6]([OH:9])=[N:7][O:8][C:4]=2[CH:3]=1.[F:12][C:13]([F:24])([F:23])[CH:14]1[CH2:19][CH2:18][N:17]([C:20](Cl)=[O:21])[CH2:16][CH2:15]1.